From a dataset of Full USPTO retrosynthesis dataset with 1.9M reactions from patents (1976-2016). Predict the reactants needed to synthesize the given product. (1) Given the product [CH3:1][O:2][C:3]1[CH:4]=[CH:5][C:6]2[C:12]3[C:13]([O:21][CH3:22])=[C:14]([O:19][CH3:20])[C:15]([O:17][CH3:18])=[CH:16][C:11]=3[CH2:10][CH2:9][C@H:8]([NH:23][C:49](=[O:51])[CH2:48][NH:47][C:45](=[O:46])[CH2:44][NH:43][C:41]([O:40][CH2:36][CH2:39][CH2:25][CH3:26])=[O:42])[C:7]=2[CH:24]=1, predict the reactants needed to synthesize it. The reactants are: [CH3:1][O:2][C:3]1[CH:4]=[CH:5][C:6]2[C:12]3[C:13]([O:21][CH3:22])=[C:14]([O:19][CH3:20])[C:15]([O:17][CH3:18])=[CH:16][C:11]=3[CH2:10][CH2:9][C@H:8]([NH2:23])[C:7]=2[CH:24]=1.[CH3:25][CH2:26]N=C=NCCCN(C)C.[C:36]([O:40][C:41]([NH:43][CH2:44][C:45]([NH:47][CH2:48][C:49]([OH:51])=O)=[O:46])=[O:42])([CH3:39])(C)C. (2) Given the product [CH3:37][O:36][C:34]1[CH:33]=[CH:32][N:31]=[C:30]([N:3]2[C:4]3[CH:18]=[CH:17][CH:16]=[CH:15][C:5]=3[N:6]([CH2:7][C:8]([O:10][C:11]([CH3:14])([CH3:13])[CH3:12])=[O:9])[C:2]2=[O:1])[N:35]=1, predict the reactants needed to synthesize it. The reactants are: [O:1]=[C:2]1[N:6]([CH2:7][C:8]([O:10][C:11]([CH3:14])([CH3:13])[CH3:12])=[O:9])[C:5]2[CH:15]=[CH:16][CH:17]=[CH:18][C:4]=2[NH:3]1.C[Si]([N-][Si](C)(C)C)(C)C.[Na+].Cl[C:30]1[N:35]=[C:34]([O:36][CH3:37])[CH:33]=[CH:32][N:31]=1. (3) Given the product [CH:1]1(/[C:7](/[CH3:14])=[CH:8]/[CH2:9][OH:10])[CH2:6][CH2:5][CH2:4][CH2:3][CH2:2]1, predict the reactants needed to synthesize it. The reactants are: [CH:1]1(/[C:7](/[CH3:14])=[CH:8]/[C:9](OCC)=[O:10])[CH2:6][CH2:5][CH2:4][CH2:3][CH2:2]1.[H-].[Al+3].[Li+].[H-].[H-].[H-].C1COCC1.C(C(C(C([O-])=O)O)O)([O-])=O.[Na+].[K+]. (4) Given the product [F:1][CH:2]([F:15])[CH2:3][O:4][C:5]1[CH:10]=[CH:9][C:8]([CH:11]([NH:22][S@@:20]([C:17]([CH3:19])([CH3:18])[CH3:16])=[O:21])[CH3:12])=[C:7]([CH3:14])[CH:6]=1, predict the reactants needed to synthesize it. The reactants are: [F:1][CH:2]([F:15])[CH2:3][O:4][C:5]1[CH:10]=[CH:9][C:8]([C:11](=O)[CH3:12])=[C:7]([CH3:14])[CH:6]=1.[CH3:16][C:17]([S@:20]([NH2:22])=[O:21])([CH3:19])[CH3:18]. (5) Given the product [C:7]([O:11][C:12]([CH:13]1[C:21]2[C:16](=[CH:17][CH:18]=[C:19]([C:22](=[O:26])[N:23]([CH3:25])[CH3:24])[CH:20]=2)[CH2:15][N:14]1[CH2:28][C:29]1[CH:34]=[CH:33][CH:32]=[CH:31][CH:30]=1)=[O:35])([CH3:10])([CH3:9])[CH3:8], predict the reactants needed to synthesize it. The reactants are: [Li+].CC([O-])(C)C.[C:7]([O:11][C:12](=[O:35])[CH2:13][N:14]([CH2:28][C:29]1[CH:34]=[CH:33][CH:32]=[CH:31][CH:30]=1)[CH2:15][C:16]1[CH:21]=[CH:20][C:19]([C:22](=[O:26])[N:23]([CH3:25])[CH3:24])=[CH:18][C:17]=1Br)([CH3:10])([CH3:9])[CH3:8]. (6) Given the product [Br:1][C:2]1[CH:3]=[C:4]([CH:5]=[C:6]([CH3:8])[CH:7]=1)[O:9][Si:15]([C:18]([CH3:21])([CH3:20])[CH3:19])([CH3:17])[CH3:16], predict the reactants needed to synthesize it. The reactants are: [Br:1][C:2]1[CH:3]=[C:4]([OH:9])[CH:5]=[C:6]([CH3:8])[CH:7]=1.N1C=CN=C1.[Si:15](Cl)([C:18]([CH3:21])([CH3:20])[CH3:19])([CH3:17])[CH3:16]. (7) Given the product [Cl:1][C:2]1[CH:25]=[CH:24][C:5]([CH2:6][N:7]2[C:15]3[C:10](=[CH:11][C:12](/[CH:16]=[C:17]4/[C:18](=[O:23])[N:19]([CH2:31][CH2:32][N:34]5[CH2:39][CH2:38][CH:37]([CH:40]([OH:43])[CH2:41][OH:42])[CH2:36][CH2:35]5)[C:20](=[O:22])[S:21]/4)=[CH:13][CH:14]=3)[CH:9]=[N:8]2)=[C:4]([C:26]([F:27])([F:29])[F:28])[CH:3]=1, predict the reactants needed to synthesize it. The reactants are: [Cl:1][C:2]1[CH:25]=[CH:24][C:5]([CH2:6][N:7]2[C:15]3[C:10](=[CH:11][C:12](/[CH:16]=[C:17]4/[C:18](=[O:23])[NH:19][C:20](=[O:22])[S:21]/4)=[CH:13][CH:14]=3)[CH:9]=[N:8]2)=[C:4]([C:26]([F:29])([F:28])[F:27])[CH:3]=1.Br[CH2:31][CH2:32]Cl.[NH:34]1[CH2:39][CH2:38][CH:37]([CH:40]([OH:43])[CH2:41][OH:42])[CH2:36][CH2:35]1. (8) The reactants are: C([O:5][N:6]=[C:7]([C:9]1[N:10]=[CH:11][C:12]([NH:15][C:16](=[O:35])[C@@H:17]([C:24]2[CH:29]=[CH:28][C:27]([S:30]([CH3:33])(=[O:32])=[O:31])=[C:26]([Cl:34])[CH:25]=2)[CH2:18][CH:19]2[CH2:23][CH2:22][CH2:21][CH2:20]2)=[N:13][CH:14]=1)[CH3:8])(C)(C)C.FC(F)(F)C(O)=O. Given the product [Cl:34][C:26]1[CH:25]=[C:24]([C@@H:17]([CH2:18][CH:19]2[CH2:23][CH2:22][CH2:21][CH2:20]2)[C:16]([NH:15][C:12]2[CH:11]=[N:10][C:9](/[C:7](=[N:6]\[OH:5])/[CH3:8])=[CH:14][N:13]=2)=[O:35])[CH:29]=[CH:28][C:27]=1[S:30]([CH3:33])(=[O:32])=[O:31], predict the reactants needed to synthesize it.